From a dataset of Catalyst prediction with 721,799 reactions and 888 catalyst types from USPTO. Predict which catalyst facilitates the given reaction. (1) Reactant: [CH:1](NC(C)C)(C)C.C(=O)=O.CC(C)=O.[CH3:15][C@H:16]([NH:20][C:21](=[O:27])OC(C)(C)C)[C:17](=[O:19])[CH3:18].[Cl-].[NH4+]. Product: [OH:19][C@:17]1([CH3:18])[C@H:16]([CH3:15])[NH:20][C:21](=[O:27])[CH2:1]1. The catalyst class is: 54. (2) Reactant: [CH2:1]([N:8]1[C:13](=[O:14])[C:12]2[S:15][CH:16]=[CH:17][C:11]=2[N:10]=[C:9]1[CH:18]([NH:21][CH2:22][CH2:23][N:24]([CH3:26])[CH3:25])[CH2:19][CH3:20])[C:2]1[CH:7]=[CH:6][CH:5]=[CH:4][CH:3]=1.[Br:27][C:28]1[CH:36]=[CH:35][C:31]([C:32](Cl)=[O:33])=[CH:30][CH:29]=1. The catalyst class is: 279. Product: [CH2:1]([N:8]1[C:13](=[O:14])[C:12]2[S:15][CH:16]=[CH:17][C:11]=2[N:10]=[C:9]1[CH:18]([N:21]([CH2:22][CH2:23][N:24]([CH3:26])[CH3:25])[C:32](=[O:33])[C:31]1[CH:35]=[CH:36][C:28]([Br:27])=[CH:29][CH:30]=1)[CH2:19][CH3:20])[C:2]1[CH:7]=[CH:6][CH:5]=[CH:4][CH:3]=1.